Dataset: Reaction yield outcomes from USPTO patents with 853,638 reactions. Task: Predict the reaction yield, written as a fraction of the theoretical maximum amount of product (1.0 means a 100% yield; for example, 0.34 means a 34% yield). The yield is 0.190. The catalyst is O1CCOCC1.C1COCC1. The reactants are [Cl:1][C:2]1[CH:3]=[C:4]2[C:9](=[CH:10][C:11]=1[OH:12])[NH:8][C:7](=[O:13])[C:6]([CH2:14][NH:15][C:16]1[CH:23]=[CH:22][C:19]([C:20]#[N:21])=[C:18]([CH3:24])[N:17]=1)=[CH:5]2.C1(P(C2C=CC=CC=2)C2C=CC=CC=2)C=CC=CC=1.[N:44]1[CH:49]=[CH:48][CH:47]=[CH:46][C:45]=1[CH2:50]O.N(/C(OC(C)C)=O)=N\C(OC(C)C)=O. The product is [Cl:1][C:2]1[CH:3]=[C:4]2[C:9](=[CH:10][C:11]=1[O:12][CH2:50][C:45]1[CH:46]=[CH:47][CH:48]=[CH:49][N:44]=1)[NH:8][C:7](=[O:13])[C:6]([CH2:14][NH:15][C:16]1[CH:23]=[CH:22][C:19]([C:20]#[N:21])=[C:18]([CH3:24])[N:17]=1)=[CH:5]2.